This data is from Forward reaction prediction with 1.9M reactions from USPTO patents (1976-2016). The task is: Predict the product of the given reaction. (1) Given the reactants [CH3:1][O:2][C:3]1[CH:8]=[CH:7][CH:6]=[C:5]([O:9][CH3:10])[C:4]=1[CH:11]1[NH:16][C:15](=[O:17])[CH2:14][CH2:13][CH2:12]1.Br[CH2:19][C:20]1[CH:25]=[CH:24][C:23]([O:26][C:27]([F:30])([F:29])[F:28])=[CH:22][CH:21]=1, predict the reaction product. The product is: [CH3:1][O:2][C:3]1[CH:8]=[CH:7][CH:6]=[C:5]([O:9][CH3:10])[C:4]=1[CH:11]1[N:16]([CH2:19][C:20]2[CH:25]=[CH:24][C:23]([O:26][C:27]([F:28])([F:29])[F:30])=[CH:22][CH:21]=2)[C:15](=[O:17])[CH2:14][CH2:13][CH2:12]1. (2) Given the reactants P(Br)(Br)[Br:2].[CH3:5][C:6]1[N:7]=[C:8]([C:13]2[CH:18]=[CH:17][CH:16]=[CH:15][CH:14]=2)[O:9][C:10]=1[CH2:11]O, predict the reaction product. The product is: [Br:2][CH2:11][C:10]1[O:9][C:8]([C:13]2[CH:18]=[CH:17][CH:16]=[CH:15][CH:14]=2)=[N:7][C:6]=1[CH3:5].